Dataset: Forward reaction prediction with 1.9M reactions from USPTO patents (1976-2016). Task: Predict the product of the given reaction. The product is: [CH:15]1([C:18]2[CH:23]=[CH:22][C:21]([C:2]3[CH:3]=[CH:4][C:5]4[N:6]([C:8]([C:11]([F:14])([F:13])[F:12])=[N:9][N:10]=4)[CH:7]=3)=[CH:20][CH:19]=2)[CH2:17][CH2:16]1. Given the reactants Br[C:2]1[CH:3]=[CH:4][C:5]2[N:6]([C:8]([C:11]([F:14])([F:13])[F:12])=[N:9][N:10]=2)[CH:7]=1.[CH:15]1([C:18]2[CH:23]=[CH:22][C:21](B(O)O)=[CH:20][CH:19]=2)[CH2:17][CH2:16]1.C(=O)([O-])[O-].[K+].[K+], predict the reaction product.